From a dataset of Catalyst prediction with 721,799 reactions and 888 catalyst types from USPTO. Predict which catalyst facilitates the given reaction. (1) The catalyst class is: 761. Product: [CH3:12][C:13]1[CH:34]=[CH:33][CH:32]=[CH:31][C:14]=1[C:15]([O:17][CH:18]([O:20][C:21]([NH:11][CH2:10][C@H:2]1[CH2:3][CH2:4][C@H:5]([C:7]([OH:9])=[O:8])[CH2:6][CH2:1]1)=[O:22])[CH3:19])=[O:16]. Reactant: [CH2:1]1[CH2:6][C@H:5]([C:7]([OH:9])=[O:8])[CH2:4][CH2:3][C@H:2]1[CH2:10][NH2:11].[CH3:12][C:13]1[CH:34]=[CH:33][CH:32]=[CH:31][C:14]=1[C:15]([O:17][CH:18]([O:20][C:21](ON1C(=O)CCC1=O)=[O:22])[CH3:19])=[O:16]. (2) Reactant: [C:1]1(=O)[C:11]2=[C:12]3[C:7](=[CH:8][CH:9]=[CH:10]2)[CH:6]=[CH:5][CH:4]=[C:3]3[C:2]1=O.[CH2:15]([C:18]1[CH:24]=[C:23]([CH:25]([CH3:27])[CH3:26])[C:21]([NH2:22])=[C:20]([CH:28]([CH3:30])[CH3:29])[CH:19]=1)[CH:16]=[CH2:17]. Product: [CH2:15]([C:18]1[CH:19]=[C:20]([CH:28]([CH3:30])[CH3:29])[C:21]([N:22]=[C:1]2[C:11]3[C:12]4[C:7]([CH:8]=[CH:9][CH:10]=3)=[CH:6][CH:5]=[CH:4][C:3]=4[C:2]2=[N:22][C:21]2[C:23]([CH:25]([CH3:26])[CH3:27])=[CH:24][C:18]([CH2:15][CH:16]=[CH2:17])=[CH:19][C:20]=2[CH:28]([CH3:30])[CH3:29])=[C:23]([CH:25]([CH3:26])[CH3:27])[CH:24]=1)[CH:16]=[CH2:17]. The catalyst class is: 15. (3) Reactant: [SH:1][CH2:2][CH2:3][O:4][S:5](=[O:8])(=[O:7])[OH:6].[OH:9][C:10]1C2N=NNC=2C=CC=1.[CH2:31]1[CH2:32][CH2:33][CH:28]([N:27]=C=[N:27][CH:28]2[CH2:33][CH2:32][CH2:31][CH2:30][CH2:29]2)[CH2:29][CH2:30]1.CN(C)C=[O:37]. Product: [NH2:27][C:28]1[CH:29]=[CH:30][C:31]([O:7][S:5]([O:4][CH2:3][CH2:2][SH:1])(=[O:6])=[O:8])=[C:32]([CH:33]=1)[C:10]([OH:9])=[O:37]. The catalyst class is: 13. (4) Reactant: [F:1][C:2]1[CH:7]=[CH:6][C:5]([C:8]([OH:19])=[C:9]([C:14](=[O:18])[CH:15]([CH3:17])[CH3:16])[C:10]([O:12][CH3:13])=[O:11])=[CH:4][CH:3]=1.[C:20](=O)([O-])[O-].[Na+].[Na+].S([O-])(OC)(=O)=O. The catalyst class is: 10. Product: [F:1][C:2]1[CH:7]=[CH:6][C:5]([C:8]([C:9](=[C:14]([O:18][CH3:20])[CH:15]([CH3:17])[CH3:16])[C:10]([O:12][CH3:13])=[O:11])=[O:19])=[CH:4][CH:3]=1. (5) Reactant: C([CH:5]([C@H:9]([O:11][C:12]1[CH:17]=[CH:16][CH:15]=[CH:14][C:13]=1[C:18]1[CH:23]=[CH:22][C:21]([C:24]([N:26]2[CH2:31][CH2:30][CH:29]([N:32]3[C:41]4[C:36](=[N:37][CH:38]=[C:39]([Cl:42])[CH:40]=4)[CH:35]([OH:43])[C:34]([CH2:45][CH2:46][OH:47])([OH:44])[C:33]3=[O:48])[CH2:28][CH2:27]2)=[O:25])=[C:20]([F:49])[CH:19]=1)[CH3:10])[C:6]([OH:8])=[O:7])(C)(C)C.C([SiH](CC)CC)C.FC(F)(F)C(O)=O. Product: [Cl:42][C:39]1[CH:40]=[C:41]2[C:36]([CH:35]([OH:43])[C:34]([CH2:45][CH2:46][OH:47])([OH:44])[C:33](=[O:48])[N:32]2[CH:29]2[CH2:30][CH2:31][N:26]([C:24]([C:21]3[CH:22]=[CH:23][C:18]([C:13]4[CH:14]=[CH:15][CH:16]=[CH:17][C:12]=4[O:11][C@H:9]([CH3:10])[CH2:5][C:6]([OH:8])=[O:7])=[CH:19][C:20]=3[F:49])=[O:25])[CH2:27][CH2:28]2)=[N:37][CH:38]=1. The catalyst class is: 4.